This data is from CYP2D6 inhibition data for predicting drug metabolism from PubChem BioAssay. The task is: Regression/Classification. Given a drug SMILES string, predict its absorption, distribution, metabolism, or excretion properties. Task type varies by dataset: regression for continuous measurements (e.g., permeability, clearance, half-life) or binary classification for categorical outcomes (e.g., BBB penetration, CYP inhibition). Dataset: cyp2d6_veith. The molecule is CN1CCC[C@@H]1c1cccnc1.O=C(O)c1ccccc1O.O=C([OH2+])c1ccccc1O.O=C([OH2+])c1ccccc1O.O=C([OH2+])c1ccccc1O.[Cu]. The result is 0 (non-inhibitor).